From a dataset of Forward reaction prediction with 1.9M reactions from USPTO patents (1976-2016). Predict the product of the given reaction. (1) The product is: [CH:1]1([C:4]2[CH:9]=[CH:8][CH:7]=[CH:6][C:5]=2[N:10]2[C:45](=[O:46])[CH:44]([CH3:49])[S:12]/[C:11]/2=[N:13]/[N:14]=[CH:15]\[C:16]2[CH:17]=[CH:18][C:19]([C:22]3[N:26]=[CH:25][N:24]([C:27]4[CH:28]=[CH:29][C:30]([O:33][C:34]([F:35])([F:37])[F:36])=[CH:31][CH:32]=4)[N:23]=3)=[CH:20][CH:21]=2)[CH2:3][CH2:2]1. Given the reactants [CH:1]1([C:4]2[CH:9]=[CH:8][CH:7]=[CH:6][C:5]=2[NH:10][C:11]([NH:13]/[N:14]=[CH:15]/[C:16]2[CH:21]=[CH:20][C:19]([C:22]3[N:26]=[CH:25][N:24]([C:27]4[CH:32]=[CH:31][C:30]([O:33][C:34]([F:37])([F:36])[F:35])=[CH:29][CH:28]=4)[N:23]=3)=[CH:18][CH:17]=2)=[S:12])[CH2:3][CH2:2]1.C([O-])(=O)C.[Na+].Br[CH:44]([CH3:49])[C:45](OC)=[O:46], predict the reaction product. (2) Given the reactants Br[C:2]1[CH:3]=[C:4]([CH:8]=[C:9]([O:11][C:12]([F:15])([F:14])[F:13])[CH:10]=1)[C:5]([OH:7])=[O:6].[N-:16]=[N+]=[N-].[Na+].CNCCNC.[O-]P([O-])([O-])=O.[K+].[K+].[K+], predict the reaction product. The product is: [NH2:16][C:2]1[CH:3]=[C:4]([CH:8]=[C:9]([O:11][C:12]([F:15])([F:14])[F:13])[CH:10]=1)[C:5]([OH:7])=[O:6]. (3) Given the reactants [Br:1][C:2]1[CH:7]=[CH:6][C:5]([C:8]([OH:27])([CH2:25][CH3:26])[C:9]([N:11]2[CH2:15][CH2:14][C:13]3([C:19]4[CH:20]=[CH:21][CH:22]=[CH:23][C:18]=4[C:17](=[O:24])[O:16]3)[CH2:12]2)=[O:10])=[C:4]([F:28])[CH:3]=1.[H-].[Na+].[CH3:31]I, predict the reaction product. The product is: [Br:1][C:2]1[CH:7]=[CH:6][C:5]([C:8]([O:27][CH3:31])([CH2:25][CH3:26])[C:9]([N:11]2[CH2:15][CH2:14][C:13]3([C:19]4[CH:20]=[CH:21][CH:22]=[CH:23][C:18]=4[C:17](=[O:24])[O:16]3)[CH2:12]2)=[O:10])=[C:4]([F:28])[CH:3]=1.